From a dataset of Forward reaction prediction with 1.9M reactions from USPTO patents (1976-2016). Predict the product of the given reaction. (1) Given the reactants Br[C:2]1[CH:3]=[C:4]([CH:8]=[C:9]([CH2:11][O:12][C:13]2[CH:18]=[CH:17][CH:16]=[CH:15][C:14]=2[CH2:19][C:20]([O:22][CH3:23])=[O:21])[CH:10]=1)[C:5]([OH:7])=[O:6].[OH:24][CH2:25][C@@H:26]([NH:42][C:43](=[O:49])[O:44][C:45]([CH3:48])([CH3:47])[CH3:46])[C:27]1[CH:32]=[CH:31][CH:30]=[C:29](B2OC(C)(C)C(C)(C)O2)[CH:28]=1.O, predict the reaction product. The product is: [C:45]([O:44][C:43]([NH:42][C@@H:26]([C:27]1[CH:32]=[C:31]([C:2]2[CH:10]=[C:9]([CH2:11][O:12][C:13]3[CH:18]=[CH:17][CH:16]=[CH:15][C:14]=3[CH2:19][C:20]([O:22][CH3:23])=[O:21])[CH:8]=[C:4]([C:5]([OH:7])=[O:6])[CH:3]=2)[CH:30]=[CH:29][CH:28]=1)[CH2:25][OH:24])=[O:49])([CH3:48])([CH3:46])[CH3:47]. (2) Given the reactants [Cl:1][C:2]1[N:11]=[C:10](Cl)[C:9]2[C:4](=[CH:5][CH:6]=[C:7]([Cl:13])[CH:8]=2)[N:3]=1.[CH3:14][NH2:15], predict the reaction product. The product is: [Cl:1][C:2]1[N:11]=[C:10]([NH:15][CH3:14])[C:9]2[C:4](=[CH:5][CH:6]=[C:7]([Cl:13])[CH:8]=2)[N:3]=1. (3) Given the reactants CN(C)/[CH:3]=[CH:4]/[C:5]([C:7]1[CH:8]=[N:9][N:10]2[C:15]=1[CH:14]=[CH:13][CH:12]=[N:11]2)=O.[CH:17]1([NH:20][C:21]([NH2:23])=[NH:22])[CH2:19][CH2:18]1.C(=O)([O-])[O-].[K+].[K+], predict the reaction product. The product is: [CH:17]1([NH:20][C:21]2[N:23]=[C:5]([C:7]3[CH:8]=[N:9][N:10]4[C:15]=3[CH:14]=[CH:13][CH:12]=[N:11]4)[CH:4]=[CH:3][N:22]=2)[CH2:19][CH2:18]1. (4) Given the reactants [CH2:1]([C@H:8]1[CH2:12][O:11][C:10](=[O:13])[N:9]1[C:14]([C@H:16]([CH2:21][CH2:22][CH:23]1[CH2:28][CH2:27][CH2:26][CH2:25][CH2:24]1)[CH2:17][C:18](O)=[O:19])=[O:15])[C:2]1[CH:7]=[CH:6][CH:5]=[CH:4][CH:3]=1.CN(C(ON1N=NC2C=CC=NC1=2)=[N+](C)C)C.F[P-](F)(F)(F)(F)F.[NH:53]1[CH2:58][CH2:57][O:56][CH2:55][CH2:54]1.CCN(C(C)C)C(C)C, predict the reaction product. The product is: [CH2:1]([C@H:8]1[CH2:12][O:11][C:10](=[O:13])[N:9]1[C:14](=[O:15])[C@H:16]([CH2:21][CH2:22][CH:23]1[CH2:28][CH2:27][CH2:26][CH2:25][CH2:24]1)[CH2:17][C:18]([N:53]1[CH2:58][CH2:57][O:56][CH2:55][CH2:54]1)=[O:19])[C:2]1[CH:3]=[CH:4][CH:5]=[CH:6][CH:7]=1. (5) Given the reactants Cl[CH2:2][C:3]1[CH:4]=[CH:5][C:6]([NH:9][CH2:10][C:11]2[CH:16]=[CH:15][C:14]([Cl:17])=[C:13]([Cl:18])[CH:12]=2)=[N:7][CH:8]=1.[OH:19][C:20]1[CH:21]=[C:22]2[C:27](=[CH:28][CH:29]=1)[NH:26][C:25](=[O:30])[CH:24]=[CH:23]2.C([O-])([O-])=O.[Cs+].[Cs+], predict the reaction product. The product is: [Cl:18][C:13]1[CH:12]=[C:11]([CH:16]=[CH:15][C:14]=1[Cl:17])[CH2:10][NH:9][C:6]1[N:7]=[CH:8][C:3]([CH2:2][O:19][C:20]2[CH:21]=[C:22]3[C:27](=[CH:28][CH:29]=2)[NH:26][C:25](=[O:30])[CH:24]=[CH:23]3)=[CH:4][CH:5]=1. (6) Given the reactants [Cl:1][C:2]1[CH:3]=[CH:4][C:5]([O:15][CH2:16][C:17]2[C:22]([F:23])=[CH:21][CH:20]=[CH:19][C:18]=2[F:24])=[C:6]([C:8](=O)[CH2:9][CH2:10][C:11](=O)[CH3:12])[CH:7]=1.[CH3:25][O:26][C:27](=[O:39])[C:28]1[C:33]([NH:34][C:35](=[O:37])[CH3:36])=[CH:32][CH:31]=[C:30]([NH2:38])[CH:29]=1.CC1C=CC(S(O)(=O)=O)=CC=1, predict the reaction product. The product is: [CH3:25][O:26][C:27](=[O:39])[C:28]1[C:33]([NH:34][C:35](=[O:37])[CH3:36])=[CH:32][CH:31]=[C:30]([N:38]2[C:11]([CH3:12])=[CH:10][CH:9]=[C:8]2[C:6]2[CH:7]=[C:2]([Cl:1])[CH:3]=[CH:4][C:5]=2[O:15][CH2:16][C:17]2[C:22]([F:23])=[CH:21][CH:20]=[CH:19][C:18]=2[F:24])[CH:29]=1. (7) Given the reactants ClC1C=C(S([NH:12][C:13]2[CH:14]=[C:15]3[C:19](=[CH:20][CH:21]=2)[N:18]([CH3:22])[C:17](=[O:23])[CH2:16]3)(=O)=O)C=C(Cl)C=1, predict the reaction product. The product is: [NH2:12][C:13]1[CH:14]=[C:15]2[C:19](=[CH:20][CH:21]=1)[N:18]([CH3:22])[C:17](=[O:23])[CH2:16]2.